From a dataset of Full USPTO retrosynthesis dataset with 1.9M reactions from patents (1976-2016). Predict the reactants needed to synthesize the given product. (1) Given the product [O:13]=[C:12]1[C:4]2[C:5](=[N:6][CH:7]=[C:2]([C:23]3[CH:28]=[CH:27][CH:26]=[CH:25][CH:24]=3)[CH:3]=2)[CH:8]=[CH:9][C:10]2[CH:17]=[CH:16][C:15]([NH:18][S:19]([CH3:22])(=[O:21])=[O:20])=[CH:14][C:11]1=2, predict the reactants needed to synthesize it. The reactants are: Cl[C:2]1[CH:3]=[C:4]2[C:12](=[O:13])[C:11]3[CH:14]=[C:15]([NH:18][S:19]([CH3:22])(=[O:21])=[O:20])[CH:16]=[CH:17][C:10]=3[CH:9]=[CH:8][C:5]2=[N:6][CH:7]=1.[C:23]1(B(O)O)[CH:28]=[CH:27][CH:26]=[CH:25][CH:24]=1.C([O-])([O-])=O.[K+].[K+]. (2) Given the product [C:1]([C:3]1[CH:19]=[CH:18][C:6]([O:7][C:8]2[CH:9]=[CH:10][C:11]3[B:15]([OH:16])[O:14][CH2:13][C:12]=3[CH:17]=2)=[CH:5][C:4]=1[O:20][CH3:22])#[N:2], predict the reactants needed to synthesize it. The reactants are: [C:1]([C:3]1[CH:19]=[CH:18][C:6]([O:7][C:8]2[CH:9]=[CH:10][C:11]3[B:15]([OH:16])[O:14][CH2:13][C:12]=3[CH:17]=2)=[CH:5][C:4]=1[OH:20])#[N:2].I[CH3:22].[H-].[Na+].Cl.